From a dataset of NCI-60 drug combinations with 297,098 pairs across 59 cell lines. Regression. Given two drug SMILES strings and cell line genomic features, predict the synergy score measuring deviation from expected non-interaction effect. (1) Drug 1: C1CC(=O)NC(=O)C1N2CC3=C(C2=O)C=CC=C3N. Drug 2: CC12CCC3C(C1CCC2=O)CC(=C)C4=CC(=O)C=CC34C. Cell line: SNB-19. Synergy scores: CSS=12.2, Synergy_ZIP=-0.669, Synergy_Bliss=-5.45, Synergy_Loewe=-17.0, Synergy_HSA=-3.55. (2) Drug 1: CC(C1=C(C=CC(=C1Cl)F)Cl)OC2=C(N=CC(=C2)C3=CN(N=C3)C4CCNCC4)N. Drug 2: CCN(CC)CCNC(=O)C1=C(NC(=C1C)C=C2C3=C(C=CC(=C3)F)NC2=O)C. Cell line: HT29. Synergy scores: CSS=7.59, Synergy_ZIP=-1.61, Synergy_Bliss=1.14, Synergy_Loewe=-2.21, Synergy_HSA=-0.910. (3) Drug 1: CN(C)N=NC1=C(NC=N1)C(=O)N. Drug 2: CC1C(C(CC(O1)OC2CC(OC(C2O)C)OC3=CC4=CC5=C(C(=O)C(C(C5)C(C(=O)C(C(C)O)O)OC)OC6CC(C(C(O6)C)O)OC7CC(C(C(O7)C)O)OC8CC(C(C(O8)C)O)(C)O)C(=C4C(=C3C)O)O)O)O. Cell line: HCC-2998. Synergy scores: CSS=-0.539, Synergy_ZIP=0.684, Synergy_Bliss=0.595, Synergy_Loewe=-0.653, Synergy_HSA=-0.111. (4) Drug 2: C(CN)CNCCSP(=O)(O)O. Synergy scores: CSS=-0.867, Synergy_ZIP=2.20, Synergy_Bliss=2.64, Synergy_Loewe=-2.74, Synergy_HSA=-2.59. Drug 1: COC1=C2C(=CC3=C1OC=C3)C=CC(=O)O2. Cell line: UACC-257. (5) Drug 1: CNC(=O)C1=CC=CC=C1SC2=CC3=C(C=C2)C(=NN3)C=CC4=CC=CC=N4. Drug 2: CN(CC1=CN=C2C(=N1)C(=NC(=N2)N)N)C3=CC=C(C=C3)C(=O)NC(CCC(=O)O)C(=O)O. Cell line: RXF 393. Synergy scores: CSS=2.98, Synergy_ZIP=-3.11, Synergy_Bliss=-3.80, Synergy_Loewe=-5.54, Synergy_HSA=-3.33. (6) Drug 1: CS(=O)(=O)C1=CC(=C(C=C1)C(=O)NC2=CC(=C(C=C2)Cl)C3=CC=CC=N3)Cl. Synergy scores: CSS=47.1, Synergy_ZIP=-3.06, Synergy_Bliss=-7.95, Synergy_Loewe=-46.4, Synergy_HSA=-10.3. Drug 2: C1=NC2=C(N=C(N=C2N1C3C(C(C(O3)CO)O)F)Cl)N. Cell line: HL-60(TB).